This data is from Peptide-MHC class I binding affinity with 185,985 pairs from IEDB/IMGT. The task is: Regression. Given a peptide amino acid sequence and an MHC pseudo amino acid sequence, predict their binding affinity value. This is MHC class I binding data. (1) The peptide sequence is HLSRTVVYSY. The MHC is HLA-A30:02 with pseudo-sequence HLA-A30:02. The binding affinity (normalized) is 0.616. (2) The peptide sequence is ALSLIIVSV. The MHC is HLA-A68:02 with pseudo-sequence HLA-A68:02. The binding affinity (normalized) is 0.356. (3) The peptide sequence is IMNEGWASF. The MHC is HLA-B57:01 with pseudo-sequence HLA-B57:01. The binding affinity (normalized) is 0.317.